From a dataset of Forward reaction prediction with 1.9M reactions from USPTO patents (1976-2016). Predict the product of the given reaction. (1) Given the reactants [C:1]([N:20]1[C:24]([CH2:25][C:26]([O:28]CC)=[O:27])=[N:23][N:22]=[N:21]1)([C:14]1[CH:19]=[CH:18][CH:17]=[CH:16][CH:15]=1)([C:8]1[CH:13]=[CH:12][CH:11]=[CH:10][CH:9]=1)[C:2]1[CH:7]=[CH:6][CH:5]=[CH:4][CH:3]=1.O1CCCC1.[OH-].[Na+].Cl, predict the reaction product. The product is: [C:1]([N:20]1[C:24]([CH2:25][C:26]([OH:28])=[O:27])=[N:23][N:22]=[N:21]1)([C:14]1[CH:19]=[CH:18][CH:17]=[CH:16][CH:15]=1)([C:2]1[CH:7]=[CH:6][CH:5]=[CH:4][CH:3]=1)[C:8]1[CH:13]=[CH:12][CH:11]=[CH:10][CH:9]=1. (2) Given the reactants I.[Br:2][C:3]1[CH:4]=[C:5]2[C:10]([NH:11][C@H:12]3[C@@H:16]([CH2:17][CH3:18])[CH2:15][NH:14][CH2:13]3)=[C:9]([C:19]([NH2:21])=[O:20])[CH:8]=[N:7][N:6]2[CH:22]=1.BrC1C=C2C(Cl)=C(C(N)=O)C=NN2C=1.Cl[C:38]1[N:43]=[CH:42][C:41]([C:44]#[N:45])=[CH:40][N:39]=1.C(=O)([O-])[O-].[K+].[K+], predict the reaction product. The product is: [Br:2][C:3]1[CH:4]=[C:5]2[C:10]([NH:11][C@H:12]3[C@@H:16]([CH2:17][CH3:18])[CH2:15][N:14]([C:38]4[N:43]=[CH:42][C:41]([C:44]#[N:45])=[CH:40][N:39]=4)[CH2:13]3)=[C:9]([C:19]([NH2:21])=[O:20])[CH:8]=[N:7][N:6]2[CH:22]=1. (3) Given the reactants Cl[C:2]1[N:3]=[CH:4][C:5]2[N:11]([CH3:12])[C:10](=[O:13])[C:9]([F:15])([F:14])[CH2:8][N:7]([CH:16]3[CH2:20][CH2:19][CH2:18][CH2:17]3)[C:6]=2[N:21]=1.[NH2:22][C:23]1[CH:31]=[CH:30][C:26]([C:27]([OH:29])=[O:28])=[C:25]([F:32])[C:24]=1[F:33].[C:34](=O)([O-])[O-].[Cs+].[Cs+], predict the reaction product. The product is: [CH3:34][O:28][C:27](=[O:29])[C:26]1[CH:30]=[CH:31][C:23]([NH:22][C:2]2[N:3]=[CH:4][C:5]3[N:11]([CH3:12])[C:10](=[O:13])[C:9]([F:15])([F:14])[CH2:8][N:7]([CH:16]4[CH2:20][CH2:19][CH2:18][CH2:17]4)[C:6]=3[N:21]=2)=[C:24]([F:33])[C:25]=1[F:32]. (4) Given the reactants CCO.[CH3:4][CH:5]([CH2:7][N:8]([S:32]([C:35]1[CH:36]=[CH:37][C:38]([NH2:41])=[CH:39][CH:40]=1)(=[O:34])=[O:33])[CH2:9][C@@H:10]([OH:31])[C@@H:11]([NH:19][C:20]([O:22][C@@H:23]1[C@@H:27]2[CH2:28][CH2:29][O:30][C@@H:26]2[O:25][CH2:24]1)=[O:21])[CH2:12][C:13]1[CH:14]=[CH:15][CH:16]=[CH:17][CH:18]=1)[CH3:6].CC(CN(S(C1C=CC(N)=CC=1)(=O)=O)C[C@@H](O)[C@@H](NC(O[C@@H]1[C@@H]2CCO[C@@H]2OC1)=O)CC1C=CC=CC=1)C.CC(O)(CC)C, predict the reaction product. The product is: [CH3:6][CH:5]([CH2:7][N:8]([S:32]([C:35]1[CH:40]=[CH:39][C:38]([NH2:41])=[CH:37][CH:36]=1)(=[O:34])=[O:33])[CH2:9][C@@H:10]([OH:31])[C@@H:11]([NH:19][C:20]([O:22][C@@H:23]1[C@@H:27]2[CH2:28][CH2:29][O:30][C@@H:26]2[O:25][CH2:24]1)=[O:21])[CH2:12][C:13]1[CH:18]=[CH:17][CH:16]=[CH:15][CH:14]=1)[CH3:4].